Predict which catalyst facilitates the given reaction. From a dataset of Catalyst prediction with 721,799 reactions and 888 catalyst types from USPTO. (1) Reactant: [CH2:1]([N:8]([CH2:16][CH2:17][NH:18]C(C1C=CC=CC=1)(C1C=CC=CC=1)C1C=CC=CC=1)[CH2:9]/[CH:10]=[CH:11]/[C:12]([O:14][CH3:15])=[O:13])[C:2]1[CH:7]=[CH:6][CH:5]=[CH:4][CH:3]=1.O1CCOCC1. Product: [CH2:1]([N:8]1[CH2:16][CH2:17][NH:18][CH:10]([CH2:11][C:12]([O:14][CH3:15])=[O:13])[CH2:9]1)[C:2]1[CH:7]=[CH:6][CH:5]=[CH:4][CH:3]=1. The catalyst class is: 5. (2) Reactant: [N:1]1([C:6]2[CH:11]=[CH:10][C:9]([CH:12]3[CH2:17][CH2:16][NH:15][CH2:14][CH2:13]3)=[CH:8][CH:7]=2)[CH:5]=[CH:4][N:3]=[CH:2]1.[NH2:18][C:19]1[CH:20]=[C:21]([CH:25]=[CH:26][C:27]=1[CH3:28])[C:22](O)=[O:23].C(N(CC)C(C)C)(C)C. Product: [NH2:18][C:19]1[CH:20]=[C:21]([C:22]([N:15]2[CH2:16][CH2:17][CH:12]([C:9]3[CH:8]=[CH:7][C:6]([N:1]4[CH:5]=[CH:4][N:3]=[CH:2]4)=[CH:11][CH:10]=3)[CH2:13][CH2:14]2)=[O:23])[CH:25]=[CH:26][C:27]=1[CH3:28]. The catalyst class is: 2.